From a dataset of Reaction yield outcomes from USPTO patents with 853,638 reactions. Predict the reaction yield, written as a fraction of the theoretical maximum amount of product (1.0 means a 100% yield; for example, 0.34 means a 34% yield). (1) The reactants are [CH3:1][O:2][CH2:3][O:4][C:5]1[CH:12]=[CH:11][C:8]([CH:9]=O)=[CH:7][CH:6]=1.CC(C(N)=O)[C:15]([NH:17][CH2:18][CH2:19][CH2:20][CH2:21][CH2:22][CH2:23][CH2:24][CH2:25][CH3:26])=[O:16].N1CCCC[CH2:31]1.[C:36]([OH:39])(=[O:38])[CH3:37]. The catalyst is C1(C)C=CC=CC=1.O. The product is [CH3:1][O:2][CH2:3][O:4][C:5]1[CH:12]=[CH:11][C:8]([CH:9]=[C:37]([C:15](=[O:16])[NH:17][CH2:18][CH2:19][CH2:20][CH2:21][CH2:22][CH2:23][CH2:24][CH2:25][CH3:26])[C:36]([O:39][CH3:31])=[O:38])=[CH:7][CH:6]=1. The yield is 0.380. (2) The reactants are Cl[C:2]1[C:3]([CH:13]([N:15]2[C:23](=[O:24])[C:22]3[C:17](=[CH:18][CH:19]=[CH:20][CH:21]=3)[C:16]2=[O:25])[CH3:14])=[N:4][C:5]2[C:10]([N:11]=1)=[CH:9][C:8]([F:12])=[CH:7][CH:6]=2.C([Sn](CCCC)(CCCC)[C:31]1[CH:36]=[CH:35][CH:34]=[CH:33][N:32]=1)CCC.O1CCOCC1. The catalyst is C1C=CC([P]([Pd]([P](C2C=CC=CC=2)(C2C=CC=CC=2)C2C=CC=CC=2)([P](C2C=CC=CC=2)(C2C=CC=CC=2)C2C=CC=CC=2)[P](C2C=CC=CC=2)(C2C=CC=CC=2)C2C=CC=CC=2)(C2C=CC=CC=2)C2C=CC=CC=2)=CC=1.C(Cl)Cl. The product is [F:12][C:8]1[CH:9]=[C:10]2[C:5](=[CH:6][CH:7]=1)[N:4]=[C:3]([CH:13]([N:15]1[C:23](=[O:24])[C:22]3[C:17](=[CH:18][CH:19]=[CH:20][CH:21]=3)[C:16]1=[O:25])[CH3:14])[C:2]([C:31]1[CH:36]=[CH:35][CH:34]=[CH:33][N:32]=1)=[N:11]2. The yield is 0.941. (3) The reactants are [CH3:1][O:2][C:3]1[CH:4]=[CH:5][CH:6]=[C:7]2[C:11]=1[N:10]([CH3:12])[CH:9]=[C:8]2[CH:13]=O.[CH3:15][N:16]1C2C(=CC=CC=2)C(C)=C1C=O. No catalyst specified. The product is [CH3:1][O:2][C:3]1[CH:4]=[CH:5][CH:6]=[C:7]2[C:11]=1[N:10]([CH3:12])[CH:9]=[C:8]2[CH2:13][NH:16][CH3:15]. The yield is 0.940. (4) The reactants are [CH2:1]1[C:10]2[C:5](=[CH:6][CH:7]=[CH:8][CH:9]=2)[CH2:4][CH2:3][NH:2]1.Br[CH2:12][C:13]1[O:17][N:16]=[C:15]([C:18]2[CH:23]=[CH:22][CH:21]=[CH:20][CH:19]=2)[CH:14]=1. The catalyst is CCOC(C)=O.CCCCCC. The product is [C:18]1([C:15]2[CH:14]=[C:13]([CH2:12][N:2]3[CH2:3][CH2:4][C:5]4[C:10](=[CH:9][CH:8]=[CH:7][CH:6]=4)[CH2:1]3)[O:17][N:16]=2)[CH:19]=[CH:20][CH:21]=[CH:22][CH:23]=1. The yield is 0.810. (5) The reactants are Cl.[NH2:2][OH:3].[O-]S([O-])(=O)=O.[Na+].[Na+].ClC(Cl)(Cl)C([O:15][CH2:16][CH3:17])O.[Br:20][C:21]1[C:27]([F:28])=[CH:26][CH:25]=[CH:24][C:22]=1[NH2:23].Cl.NC1C=CC=CC=1. The catalyst is O.CCO. The product is [Br:20][C:21]1[C:27]([F:28])=[CH:26][CH:25]=[CH:24][C:22]=1[NH:23][C:16](=[O:15])[CH:17]=[N:2][OH:3]. The yield is 0.870. (6) The reactants are [NH2:1][CH:2]([CH2:6][C:7]1[CH:12]=[CH:11][CH:10]=[CH:9][CH:8]=1)[C:3]([OH:5])=[O:4].C([O-])([O-])=O.[Na+].[Na+].Cl[C:20]([O:22][CH3:23])=[O:21]. The product is [CH3:23][O:22][C:20]([NH:1][CH:2]([CH2:6][C:7]1[CH:12]=[CH:11][CH:10]=[CH:9][CH:8]=1)[C:3]([OH:5])=[O:4])=[O:21]. The yield is 0.870. The catalyst is [OH-].[Na+]. (7) The catalyst is CC(OC)(C)C.CC(C)=O.O. The reactants are [CH2:1]1[CH2:6][C@H:5]([C:7]([OH:9])=[O:8])[CH2:4][CH2:3][C@H:2]1[CH2:10][NH2:11].[CH3:12][CH:13]([CH3:33])[CH2:14][C:15]([O:17][CH:18]([O:22][C:23](ON1C(=O)CCC1=O)=[O:24])[CH2:19][CH2:20][CH3:21])=[O:16]. The product is [CH3:33][CH:13]([CH3:12])[CH2:14][C:15]([O:17][CH:18]([O:22][C:23]([NH:11][CH2:10][C@H:2]1[CH2:3][CH2:4][C@H:5]([C:7]([OH:9])=[O:8])[CH2:6][CH2:1]1)=[O:24])[CH2:19][CH2:20][CH3:21])=[O:16]. The yield is 0.150. (8) The reactants are [CH:1]1[C:10]2[CH2:9][CH2:8][CH2:7][CH2:6][C:5]=2[CH:4]=[CH:3][C:2]=1[O:11][CH2:12][CH2:13][O:14][C:15]1[CH:30]=[CH:29][C:18]([CH2:19][CH:20]([C:25]([O:27]C)=[O:26])[C:21]([O:23]C)=[O:22])=[CH:17][CH:16]=1.[OH-].[Na+]. The catalyst is CO.O1CCCC1. The product is [CH:1]1[C:10]2[CH2:9][CH2:8][CH2:7][CH2:6][C:5]=2[CH:4]=[CH:3][C:2]=1[O:11][CH2:12][CH2:13][O:14][C:15]1[CH:30]=[CH:29][C:18]([CH2:19][CH:20]([C:25]([OH:27])=[O:26])[C:21]([OH:23])=[O:22])=[CH:17][CH:16]=1. The yield is 0.950.